Dataset: Peptide-MHC class I binding affinity with 185,985 pairs from IEDB/IMGT. Task: Regression. Given a peptide amino acid sequence and an MHC pseudo amino acid sequence, predict their binding affinity value. This is MHC class I binding data. (1) The peptide sequence is FLWLLWPVTL. The MHC is HLA-A02:06 with pseudo-sequence HLA-A02:06. The binding affinity (normalized) is 0.691. (2) The peptide sequence is LMYKGLPWNV. The MHC is HLA-A68:02 with pseudo-sequence HLA-A68:02. The binding affinity (normalized) is 0.206. (3) The peptide sequence is ALPPPPPPP. The MHC is HLA-A11:01 with pseudo-sequence HLA-A11:01. The binding affinity (normalized) is 0.0847. (4) The peptide sequence is YVMTMILFL. The MHC is HLA-A02:01 with pseudo-sequence HLA-A02:01. The binding affinity (normalized) is 1.00. (5) The peptide sequence is ILLLCLIFLL. The MHC is HLA-A30:02 with pseudo-sequence HLA-A30:02. The binding affinity (normalized) is 0.425. (6) The peptide sequence is AEPDDVDCW. The MHC is HLA-B44:03 with pseudo-sequence HLA-B44:03. The binding affinity (normalized) is 0.495. (7) The peptide sequence is SGPSNTYPEI. The MHC is HLA-A68:02 with pseudo-sequence HLA-A68:02. The binding affinity (normalized) is 0. (8) The peptide sequence is NSHVNTLRFL. The MHC is H-2-Db with pseudo-sequence H-2-Db. The binding affinity (normalized) is 0.270. (9) The peptide sequence is AEKPKFLPDLY. The MHC is HLA-B45:01 with pseudo-sequence HLA-B45:01. The binding affinity (normalized) is 0.262. (10) The peptide sequence is GTSGVESAV. The MHC is HLA-A02:01 with pseudo-sequence HLA-A02:01. The binding affinity (normalized) is 0.142.